From a dataset of Full USPTO retrosynthesis dataset with 1.9M reactions from patents (1976-2016). Predict the reactants needed to synthesize the given product. (1) The reactants are: [CH3:1][O:2][C:3](=[O:33])[CH2:4][C@H:5]1[C:9]2[CH:10]=[CH:11][C:12]([O:14][C@H:15]3[C:23]4[C:18](=[C:19]([O:25][C:26]5[CH:31]=[CH:30][C:29](Br)=[CH:28][CH:27]=5)[CH:20]=[CH:21][C:22]=4[F:24])[CH2:17][CH2:16]3)=[CH:13][C:8]=2[O:7][CH2:6]1.[Br-].[S:35]1[CH:39]=[CH:38][N:37]=[C:36]1[Zn+].O1CCCC1. Given the product [CH3:1][O:2][C:3](=[O:33])[CH2:4][C@H:5]1[C:9]2[CH:10]=[CH:11][C:12]([O:14][C@H:15]3[C:23]4[C:18](=[C:19]([O:25][C:26]5[CH:31]=[CH:30][C:29]([C:36]6[S:35][CH:39]=[CH:38][N:37]=6)=[CH:28][CH:27]=5)[CH:20]=[CH:21][C:22]=4[F:24])[CH2:17][CH2:16]3)=[CH:13][C:8]=2[O:7][CH2:6]1, predict the reactants needed to synthesize it. (2) Given the product [Cl:1][C:2]1[N:3]=[C:4]([N:13]2[CH2:18][CH2:17][O:16][CH2:15][CH2:14]2)[C:5]2[S:10][C:9]([CH2:11][NH:20][CH3:19])=[CH:8][C:6]=2[N:7]=1, predict the reactants needed to synthesize it. The reactants are: [Cl:1][C:2]1[N:3]=[C:4]([N:13]2[CH2:18][CH2:17][O:16][CH2:15][CH2:14]2)[C:5]2[S:10][C:9]([CH:11]=O)=[CH:8][C:6]=2[N:7]=1.[CH3:19][NH2:20].[BH4-].[Na+].